From a dataset of Reaction yield outcomes from USPTO patents with 853,638 reactions. Predict the reaction yield, written as a fraction of the theoretical maximum amount of product (1.0 means a 100% yield; for example, 0.34 means a 34% yield). (1) The reactants are [NH2:1]/[C:2](=[N:4]/[O:5][C:6]([C:8]1[C:9]([NH:23][CH2:24][CH:25]2[CH2:30][CH2:29][N:28]([C:31]([O:33][C:34]([CH3:37])([CH3:36])[CH3:35])=[O:32])[CH2:27][CH2:26]2)=[CH:10][C:11]([NH:14][C:15]2[CH:20]=[N:19][C:18]([C:21]#[N:22])=[CH:17][N:16]=2)=[N:12][CH:13]=1)=O)/[CH3:3]. The catalyst is N1C=CC=CC=1. The product is [C:21]([C:18]1[N:19]=[CH:20][C:15]([NH:14][C:11]2[CH:10]=[C:9]([NH:23][CH2:24][CH:25]3[CH2:30][CH2:29][N:28]([C:31]([O:33][C:34]([CH3:36])([CH3:37])[CH3:35])=[O:32])[CH2:27][CH2:26]3)[C:8]([C:6]3[O:5][N:4]=[C:2]([CH3:3])[N:1]=3)=[CH:13][N:12]=2)=[N:16][CH:17]=1)#[N:22]. The yield is 0.230. (2) The reactants are [C:1]([CH:7]1[CH2:12][CH2:11][N:10]([C:13]([O:15][CH2:16][C:17]2[CH:22]=[CH:21][CH:20]=[CH:19][CH:18]=2)=[O:14])[CH2:9][CH2:8]1)(=O)[CH2:2][CH2:3][CH:4]=[CH2:5].[C:23]([O-:26])(=O)[CH3:24].[NH4+:27].[C:28]([N+:32]#[C-])([CH3:31])([CH3:30])[CH3:29].FC(F)(F)[CH2:36][OH:37]. The catalyst is O. The product is [C:23]([NH:27][C:1]([CH:7]1[CH2:12][CH2:11][N:10]([C:13]([O:15][CH2:16][C:17]2[CH:22]=[CH:21][CH:20]=[CH:19][CH:18]=2)=[O:14])[CH2:9][CH2:8]1)([CH2:2][CH2:3][CH:4]=[CH2:5])[C:36]([NH:32][C:28]([CH3:31])([CH3:30])[CH3:29])=[O:37])(=[O:26])[CH3:24]. The yield is 0.560. (3) The catalyst is C(Cl)Cl. The product is [CH3:1][O:2][P:3]([CH2:7][C:8]([CH3:31])=[CH:9][CH2:10][C:11]1[C:12]([OH:24])=[C:13]2[C:17](=[C:18]([CH3:22])[C:19]=1[CH2:20][CH3:21])[CH2:16][O:15][C:14]2=[O:23])(=[O:6])[O:4][CH3:5]. The reactants are [CH3:1][O:2][P:3]([CH2:7][C:8]([CH3:31])=[CH:9][CH2:10][C:11]1[C:12]([O:24]CC[Si](C)(C)C)=[C:13]2[C:17](=[C:18]([CH3:22])[C:19]=1[CH2:20][CH3:21])[CH2:16][O:15][C:14]2=[O:23])(=[O:6])[O:4][CH3:5].C(O)(C(F)(F)F)=O. The yield is 0.990. (4) The reactants are [H-].[Na+].[F:3][C:4]1[CH:9]=[CH:8][CH:7]=[CH:6][C:5]=1[OH:10].[Cl:11][C:12]1[CH:17]=[C:16](Cl)[N:15]=[CH:14][N:13]=1.O. The catalyst is C1COCC1.C(OCC)(=O)C. The product is [Cl:11][C:12]1[CH:17]=[C:16]([O:10][C:5]2[CH:6]=[CH:7][CH:8]=[CH:9][C:4]=2[F:3])[N:15]=[CH:14][N:13]=1. The yield is 0.650. (5) The reactants are [H-].[Na+].[F:3][C:4]1[CH:5]=[C:6]([S:11]([N:14]2[CH2:18][CH2:17][CH2:16][CH:15]2[C:19]([NH:21][C:22]2[CH:27]=[CH:26][CH:25]=[CH:24][CH:23]=2)=[O:20])(=[O:13])=[O:12])[CH:7]=[CH:8][C:9]=1[CH3:10].Cl[CH2:29][N:30]1[C:34]2[CH:35]=[CH:36][CH:37]=[CH:38][C:33]=2[N:32]=[N:31]1. The catalyst is CN(C=O)C. The product is [N:30]1([CH2:29][N:21]([C:22]2[CH:27]=[CH:26][CH:25]=[CH:24][CH:23]=2)[C:19]([CH:15]2[CH2:16][CH2:17][CH2:18][N:14]2[S:11]([C:6]2[CH:7]=[CH:8][C:9]([CH3:10])=[C:4]([F:3])[CH:5]=2)(=[O:13])=[O:12])=[O:20])[C:34]2[CH:35]=[CH:36][CH:37]=[CH:38][C:33]=2[N:32]=[N:31]1. The yield is 0.320. (6) The reactants are [N:1]1[CH:6]=[CH:5][CH:4]=[C:3]([CH:7]([NH:9][C:10]([C:12]2[C:20]3[C:15](=[N:16][CH:17]=[C:18]([C:21]4[C:29]5[C:24](=[CH:25][C:26]([Cl:30])=[CH:27][CH:28]=5)[NH:23][N:22]=4)[N:19]=3)[N:14]([CH2:31][O:32][CH2:33][CH2:34][Si:35]([CH3:38])([CH3:37])[CH3:36])[CH:13]=2)=[O:11])[CH3:8])[CH:2]=1.[H-].[Na+].Br[CH2:42][CH2:43][N:44]1[CH2:49][CH2:48][O:47][CH2:46][CH2:45]1. The catalyst is CN(C=O)C. The product is [N:1]1[CH:6]=[CH:5][CH:4]=[C:3]([CH:7]([NH:9][C:10]([C:12]2[C:20]3[C:15](=[N:16][CH:17]=[C:18]([C:21]4[C:29]5[C:24](=[CH:25][C:26]([Cl:30])=[CH:27][CH:28]=5)[N:23]([CH2:42][CH2:43][N:44]5[CH2:49][CH2:48][O:47][CH2:46][CH2:45]5)[N:22]=4)[N:19]=3)[N:14]([CH2:31][O:32][CH2:33][CH2:34][Si:35]([CH3:37])([CH3:36])[CH3:38])[CH:13]=2)=[O:11])[CH3:8])[CH:2]=1. The yield is 0.330. (7) The reactants are [C:1]([O:5][C:6](=[O:30])[NH:7][C@@H:8]([CH2:20][C:21]1[CH:26]=[CH:25][C:24]([N+:27]([O-:29])=[O:28])=[CH:23][CH:22]=1)[CH2:9][CH:10]1C(=O)OC(C)(C)[O:12][C:11]1=O)([CH3:4])([CH3:3])[CH3:2]. The catalyst is C1(C)C=CC=CC=1. The product is [N+:27]([C:24]1[CH:25]=[CH:26][C:21]([CH2:20][C@H:8]2[CH2:9][CH2:10][C:11](=[O:12])[N:7]2[C:6]([O:5][C:1]([CH3:4])([CH3:3])[CH3:2])=[O:30])=[CH:22][CH:23]=1)([O-:29])=[O:28]. The yield is 0.420. (8) The reactants are [CH3:1][CH:2]([CH3:19])[CH2:3][N:4]([CH2:11][C:12]1[S:16][C:15]([Cl:17])=[N:14][C:13]=1[Cl:18])[CH:5]1[CH2:10][CH2:9][NH:8][CH2:7][CH2:6]1.[C:20]([OH:29])(=[O:28])[C@@H:21]([C@H:23]([C:25]([OH:27])=[O:26])[OH:24])[OH:22].C1COCC1. The catalyst is O. The product is [OH2:22].[C:25]([CH:23]([CH:21]([C:20]([OH:29])=[O:28])[OH:22])[OH:24])([OH:27])=[O:26].[CH3:1][CH:2]([CH3:19])[CH2:3][N:4]([CH2:11][C:12]1[S:16][C:15]([Cl:17])=[N:14][C:13]=1[Cl:18])[CH:5]1[CH2:10][CH2:9][NH:8][CH2:7][CH2:6]1.[CH3:1][CH:2]([CH3:19])[CH2:3][N:4]([CH2:11][C:12]1[S:16][C:15]([Cl:17])=[N:14][C:13]=1[Cl:18])[CH:5]1[CH2:10][CH2:9][NH:8][CH2:7][CH2:6]1.[C:25]([CH:23]([CH:21]([C:20]([OH:29])=[O:28])[OH:22])[OH:24])([OH:27])=[O:26]. The yield is 0.870.